Task: Predict the product of the given reaction.. Dataset: Forward reaction prediction with 1.9M reactions from USPTO patents (1976-2016) (1) Given the reactants [C:1]([CH:4]1[N:9]([C:10]2[CH:15]=[CH:14][C:13]([C:16]([OH:25])([C:21]([F:24])([F:23])[F:22])[C:17]([F:20])([F:19])[F:18])=[CH:12][CH:11]=2)[CH2:8][CH2:7][N:6]([S:26]([C:29]2[S:33][C:32]([NH:34]C(=O)C)=[N:31][N:30]=2)(=[O:28])=[O:27])[CH2:5]1)#[C:2][CH3:3].Cl.O1CCOCC1, predict the reaction product. The product is: [NH2:34][C:32]1[S:33][C:29]([S:26]([N:6]2[CH2:7][CH2:8][N:9]([C:10]3[CH:11]=[CH:12][C:13]([C:16]([OH:25])([C:17]([F:19])([F:20])[F:18])[C:21]([F:23])([F:24])[F:22])=[CH:14][CH:15]=3)[CH:4]([C:1]#[C:2][CH3:3])[CH2:5]2)(=[O:27])=[O:28])=[N:30][N:31]=1. (2) Given the reactants Br[C:2]1[S:6][C:5]([NH:7][C:8](=[O:10])[CH3:9])=[N:4][CH:3]=1.[CH3:11][C:12]([O:15][C:16]([N:18]1[CH2:24][C:23]2[CH:25]=[C:26](B(O)O)[CH:27]=[CH:28][C:22]=2[O:21][CH2:20][CH2:19]1)=[O:17])([CH3:14])[CH3:13].C(=O)([O-])[O-].[K+].[K+].O1CCOCC1, predict the reaction product. The product is: [C:8]([NH:7][C:5]1[S:6][C:2]([C:26]2[CH:27]=[CH:28][C:22]3[O:21][CH2:20][CH2:19][N:18]([C:16]([O:15][C:12]([CH3:13])([CH3:11])[CH3:14])=[O:17])[CH2:24][C:23]=3[CH:25]=2)=[CH:3][N:4]=1)(=[O:10])[CH3:9]. (3) Given the reactants [Cl:1][C:2]1[CH:3]=[CH:4][CH:5]=[C:6]2[C:11]=1[N:10]=[C:9]([C:12]1[CH:17]=[CH:16][CH:15]=[C:14]([F:18])[C:13]=1[F:19])[C:8]([C@@H:20]([NH:22][C:23](C1C=CC=CC=1C(O)=O)=[O:24])[CH3:21])=[CH:7]2.C([OH:36])C.[ClH:37].C([O-])(O)=O.[Na+], predict the reaction product. The product is: [CH2:2]([Cl:1])[Cl:37].[CH3:23][OH:24].[NH4+:10].[OH-:36].[Cl:1][C:2]1[CH:3]=[CH:4][CH:5]=[C:6]2[C:11]=1[N:10]=[C:9]([C:12]1[CH:17]=[CH:16][CH:15]=[C:14]([F:18])[C:13]=1[F:19])[C:8]([C@@H:20]([NH2:22])[CH3:21])=[CH:7]2. (4) Given the reactants Cl.[CH3:2][N:3](C)[OH:4].C[Al](C)C.C(O[C:13]([C:15]1[N:20]2[N:21]=[C:22]([NH:24][C:25]([NH:27][CH2:28][CH3:29])=[O:26])[N:23]=[C:19]2[CH:18]=[C:17]([C:30]2[CH:31]=[N:32][CH:33]=[CH:34][CH:35]=2)[CH:16]=1)=[O:14])C.[C@H:36](O)(C([O-])=O)[C@@H](O)C([O-])=O.[Na+].[K+], predict the reaction product. The product is: [CH3:36][O:4][N:3]([CH3:2])[C:13]([C:15]1[N:20]2[N:21]=[C:22]([NH:24][C:25]([NH:27][CH2:28][CH3:29])=[O:26])[N:23]=[C:19]2[CH:18]=[C:17]([C:30]2[CH:31]=[N:32][CH:33]=[CH:34][CH:35]=2)[CH:16]=1)=[O:14]. (5) Given the reactants [C:1]([O:5][C:6]([N:8]1[CH2:12][CH2:11][C@H:10](OS(C)(=O)=O)[CH2:9]1)=[O:7])([CH3:4])([CH3:3])[CH3:2].[CH2:18]([NH2:25])[C:19]1[CH:24]=[CH:23][CH:22]=[CH:21][CH:20]=1, predict the reaction product. The product is: [C:1]([O:5][C:6]([N:8]1[CH2:12][CH2:11][C@@H:10]([NH:25][CH2:18][C:19]2[CH:24]=[CH:23][CH:22]=[CH:21][CH:20]=2)[CH2:9]1)=[O:7])([CH3:4])([CH3:3])[CH3:2]. (6) Given the reactants [CH3:1][NH2:2].[CH3:3][S:4][C:5]1[C:6]2[S:13][C:12]([CH:14]=O)=[CH:11][C:7]=2[N:8]=[CH:9][N:10]=1.N1[CH2:21][CH2:20][NH:19][CH2:18]C1.O, predict the reaction product. The product is: [CH3:1][N:2]1[C:14]([C:12]2[S:13][C:6]3[C:5]([S:4][CH3:3])=[N:10][CH:9]=[N:8][C:7]=3[CH:11]=2)=[C:20]([C:21]2[CH:12]=[CH:11][CH:7]=[CH:6][CH:5]=2)[N:19]=[CH:18]1. (7) Given the reactants [CH3:1][O:2][C:3](=[O:28])[N:4]([C:14]1[CH:19]=[C:18]([N:20]2[CH2:25][CH2:24][NH:23][CH2:22][CH2:21]2)[C:17]([F:26])=[C:16]([NH2:27])[CH:15]=1)[CH2:5][C:6]1[CH:11]=[CH:10][C:9]([O:12][CH3:13])=[CH:8][CH:7]=1.[O:29]1[CH2:32][C:31](=O)[CH2:30]1.C(OC)(OC)OC.C([O-])(=O)C.[K+].C([BH3-])#N.[Na+], predict the reaction product. The product is: [CH3:1][O:2][C:3](=[O:28])[N:4]([C:14]1[CH:19]=[C:18]([N:20]2[CH2:21][CH2:22][N:23]([CH:31]3[CH2:32][O:29][CH2:30]3)[CH2:24][CH2:25]2)[C:17]([F:26])=[C:16]([NH2:27])[CH:15]=1)[CH2:5][C:6]1[CH:11]=[CH:10][C:9]([O:12][CH3:13])=[CH:8][CH:7]=1. (8) Given the reactants Cl[CH2:2][C:3]([N:5]1[CH2:10][CH2:9][N:8]([C:11]2[CH:16]=[CH:15][C:14]([Cl:17])=[C:13]([O:18][CH3:19])[CH:12]=2)[CH2:7][CH2:6]1)=[O:4].[O:20]=[C:21]1[NH:25][C:24]2[CH:26]=[CH:27][C:28]([C:30]#[N:31])=[CH:29][C:23]=2[O:22]1.C(=O)([O-])[O-].[Cs+].[Cs+], predict the reaction product. The product is: [Cl:17][C:14]1[CH:15]=[CH:16][C:11]([N:8]2[CH2:9][CH2:10][N:5]([C:3](=[O:4])[CH2:2][N:25]3[C:24]4[CH:26]=[CH:27][C:28]([C:30]#[N:31])=[CH:29][C:23]=4[O:22][C:21]3=[O:20])[CH2:6][CH2:7]2)=[CH:12][C:13]=1[O:18][CH3:19]. (9) Given the reactants [CH:1]1[CH:2]=[CH:3][C:4]2[N:15]([C:16]([NH2:18])=[O:17])[C:14]3[CH:13]=[CH:12][CH:11]=[CH:10][C:9]=3[CH:8]=[CH:7][C:5]=2[CH:6]=1.[CH3:19][S:20]([CH3:22])=[O:21], predict the reaction product. The product is: [CH:11]1[CH:12]=[CH:13][C:14]2[N:15]([C:16]([NH2:18])=[O:17])[C:4]3[CH:3]=[CH:2][CH:1]=[CH:6][C:5]=3[CH:7]=[CH:8][C:9]=2[CH:10]=1.[CH3:19][S:20]([CH3:22])=[O:21]. (10) Given the reactants [CH3:1][C:2]1[O:8][CH:7]=[CH:6][C:4](=[O:5])[C:3]=1[OH:9].[OH-].[Na+].[CH2:12](Br)[C:13]1[CH:18]=[CH:17][CH:16]=[CH:15][CH:14]=1, predict the reaction product. The product is: [CH3:1][C:2]1[O:8][CH:7]=[CH:6][C:4](=[O:5])[C:3]=1[O:9][CH2:12][C:13]1[CH:18]=[CH:17][CH:16]=[CH:15][CH:14]=1.